Predict the reactants needed to synthesize the given product. From a dataset of Full USPTO retrosynthesis dataset with 1.9M reactions from patents (1976-2016). (1) Given the product [O:9]=[C:5]1[N:4]=[C:3]([CH:2]=[N:10][OH:11])[CH:8]=[CH:7][NH:6]1, predict the reactants needed to synthesize it. The reactants are: Cl.[CH3:2][C:3]1[CH:8]=[CH:7][NH:6][C:5](=[O:9])[N:4]=1.[N:10]([O-])=[O:11].[Na+]. (2) Given the product [C:26]([O:25][CH:19]([C:8]1[C:7]([CH3:30])=[CH:6][C:5]2[C:10](=[CH:11][C:2]([C:32]#[C:31][C:33]3([OH:39])[CH2:38][CH2:37][O:36][CH2:35][CH2:34]3)=[CH:3][CH:4]=2)[C:9]=1[C:12]1[CH:17]=[CH:16][C:15]([Cl:18])=[CH:14][CH:13]=1)[C:20]([OH:22])=[O:21])([CH3:28])([CH3:27])[CH3:29], predict the reactants needed to synthesize it. The reactants are: Br[C:2]1[CH:11]=[C:10]2[C:5]([CH:6]=[C:7]([CH3:30])[C:8]([CH:19]([O:25][C:26]([CH3:29])([CH3:28])[CH3:27])[C:20]([O:22]CC)=[O:21])=[C:9]2[C:12]2[CH:17]=[CH:16][C:15]([Cl:18])=[CH:14][CH:13]=2)=[CH:4][CH:3]=1.[C:31]([C:33]1([OH:39])[CH2:38][CH2:37][O:36][CH2:35][CH2:34]1)#[CH:32]. (3) Given the product [CH2:1]([O:8][C:9]([N:11]1[CH2:16][CH2:15][C:14]2[N:17]=[C:18]([CH:36]3[CH2:38][CH2:37]3)[S:19][C:13]=2[CH:12]1[C:21]1[CH:26]=[C:25]([Cl:27])[CH:24]=[CH:23][C:22]=1[O:28][CH2:29][C:30]([O:32][CH2:33][CH3:34])=[O:31])=[O:10])[C:2]1[CH:7]=[CH:6][CH:5]=[CH:4][CH:3]=1, predict the reactants needed to synthesize it. The reactants are: [CH2:1]([O:8][C:9]([N:11]1[CH2:16][CH2:15][C:14]2[N:17]=[C:18](Br)[S:19][C:13]=2[CH:12]1[C:21]1[CH:26]=[C:25]([Cl:27])[CH:24]=[CH:23][C:22]=1[O:28][CH2:29][C:30]([O:32][CH2:33][CH3:34])=[O:31])=[O:10])[C:2]1[CH:7]=[CH:6][CH:5]=[CH:4][CH:3]=1.[Br-].[CH:36]1([Zn+])[CH2:38][CH2:37]1. (4) Given the product [NH2:33][C@H:34]1[C@@H:38]([CH2:39][F:40])[CH2:37][N:36]([C:15]2[C:16]([O:18][CH3:19])=[C:17]3[C:12]([C:11](=[O:22])[C:10]([C:23]([OH:25])=[O:24])=[CH:9][N:8]3[CH:5]3[CH2:6][CH2:7]3)=[CH:13][C:14]=2[F:21])[CH2:35]1, predict the reactants needed to synthesize it. The reactants are: CS(C)=O.[CH:5]1([N:8]2[C:17]3[C:12](=[CH:13][C:14]([F:21])=[C:15](F)[C:16]=3[O:18][CH3:19])[C:11](=[O:22])[C:10]([C:23]([OH:25])=[O:24])=[CH:9]2)[CH2:7][CH2:6]1.C(OC([NH:33][C@H:34]1[C@@H:38]([CH2:39][F:40])[CH2:37][NH:36][CH2:35]1)=O)(C)(C)C. (5) Given the product [C:8]([C:5]1[CH:6]=[CH:7][C:2]([C:13]#[N:14])=[CH:3][C:4]=1[OH:11])(=[O:10])[CH3:9], predict the reactants needed to synthesize it. The reactants are: Br[C:2]1[CH:7]=[CH:6][C:5]([C:8](=[O:10])[CH3:9])=[C:4]([OH:11])[CH:3]=1.[Cu](C#N)[C:13]#[N:14]. (6) Given the product [CH2:5]1[CH:4]2[N:8]([CH2:13][CH2:12][C:14](=[O:15])[CH2:16]2)[CH2:7][CH2:6]1, predict the reactants needed to synthesize it. The reactants are: C(O[CH:4](OCC)[CH2:5][CH2:6][CH2:7][NH2:8])C.[CH:12]([C:14]([CH3:16])=[O:15])=[CH2:13].Cl.